This data is from Reaction yield outcomes from USPTO patents with 853,638 reactions. The task is: Predict the reaction yield, written as a fraction of the theoretical maximum amount of product (1.0 means a 100% yield; for example, 0.34 means a 34% yield). (1) The reactants are C(OC([N:11]1[CH2:16][CH2:15][CH2:14][CH2:13][CH:12]1[C:17]1[O:18][C:19]([C:22]2[CH:27]=[CH:26][CH:25]=[CH:24][CH:23]=2)=[CH:20][N:21]=1)=O)C1C=CC=CC=1.C[Si](I)(C)C.CO. The catalyst is C(Cl)(Cl)Cl. The product is [C:22]1([C:19]2[O:18][C:17]([CH:12]3[CH2:13][CH2:14][CH2:15][CH2:16][NH:11]3)=[N:21][CH:20]=2)[CH:23]=[CH:24][CH:25]=[CH:26][CH:27]=1. The yield is 0.580. (2) The reactants are Cl.[Br:2][C:3]1[CH:4]=[C:5]([NH:9]N)[CH:6]=[CH:7][CH:8]=1.[CH2:11]1[C@H:18]2[NH:19][C@H:13]([CH2:14][C:15]([CH2:17]2)=O)[CH2:12]1.Cl.Cl.C([O-])([O-])=O.[K+].[K+].[CH3:28][C:29]([O:32][C:33](O[C:33]([O:32][C:29]([CH3:31])([CH3:30])[CH3:28])=[O:34])=[O:34])([CH3:31])[CH3:30]. The catalyst is C(O)C.C(Cl)Cl.O. The product is [Br:2][C:3]1[CH:8]=[C:7]([C:33]([O:32][C:29]([CH3:31])([CH3:30])[CH3:28])=[O:34])[C:6]2[C:17]3[CH:18]4[NH:19][CH:13]([CH2:12][CH2:11]4)[CH2:14][C:15]=3[NH:9][C:5]=2[CH:4]=1. The yield is 0.150. (3) The reactants are Cl.[NH2:2][C:3]1[CH:4]=[CH:5][C:6]([OH:12])=[C:7]([CH:11]=1)[C:8]([OH:10])=[O:9].[CH3:13]O. No catalyst specified. The product is [NH2:2][C:3]1[CH:4]=[CH:5][C:6]([OH:12])=[C:7]([CH:11]=1)[C:8]([O:10][CH3:13])=[O:9]. The yield is 0.785. (4) The reactants are Br[C:2]1[O:6][C:5]([CH3:7])=[C:4]([CH:8]=[O:9])[CH:3]=1.[F:10][C:11]1[C:16]([O:17][CH3:18])=[CH:15][CH:14]=[CH:13][C:12]=1B(O)O.C(=O)([O-])[O-].[Na+].[Na+].COCCOC. The catalyst is C1C=CC([P]([Pd]([P](C2C=CC=CC=2)(C2C=CC=CC=2)C2C=CC=CC=2)([P](C2C=CC=CC=2)(C2C=CC=CC=2)C2C=CC=CC=2)[P](C2C=CC=CC=2)(C2C=CC=CC=2)C2C=CC=CC=2)(C2C=CC=CC=2)C2C=CC=CC=2)=CC=1.O. The product is [F:10][C:11]1[C:16]([O:17][CH3:18])=[CH:15][CH:14]=[CH:13][C:12]=1[C:2]1[O:6][C:5]([CH3:7])=[C:4]([CH:8]=[O:9])[CH:3]=1. The yield is 0.930.